This data is from Catalyst prediction with 721,799 reactions and 888 catalyst types from USPTO. The task is: Predict which catalyst facilitates the given reaction. Reactant: [N:1]1([C:10]2[S:14][C:13]([C:15]([O:17]C)=O)=[C:12]([O:19][CH2:20][C:21]3[CH:26]=[CH:25][CH:24]=[CH:23][C:22]=3[C:27]([F:30])([F:29])[F:28])[CH:11]=2)[C:5]2[CH:6]=[CH:7][CH:8]=[CH:9][C:4]=2[N:3]=[CH:2]1.[NH4+:31]. Product: [N:1]1([C:10]2[S:14][C:13]([C:15]([NH2:31])=[O:17])=[C:12]([O:19][CH2:20][C:21]3[CH:26]=[CH:25][CH:24]=[CH:23][C:22]=3[C:27]([F:29])([F:28])[F:30])[CH:11]=2)[C:5]2[CH:6]=[CH:7][CH:8]=[CH:9][C:4]=2[N:3]=[CH:2]1. The catalyst class is: 5.